The task is: Regression/Classification. Given a drug SMILES string, predict its absorption, distribution, metabolism, or excretion properties. Task type varies by dataset: regression for continuous measurements (e.g., permeability, clearance, half-life) or binary classification for categorical outcomes (e.g., BBB penetration, CYP inhibition). Dataset: cyp1a2_veith.. This data is from CYP1A2 inhibition data for predicting drug metabolism from PubChem BioAssay. The drug is CN1CCN(c2cc(-c3ccccc3Cl)ncn2)CC1. The result is 1 (inhibitor).